This data is from Full USPTO retrosynthesis dataset with 1.9M reactions from patents (1976-2016). The task is: Predict the reactants needed to synthesize the given product. Given the product [CH3:1][O:2][C:3]1[CH:12]=[C:11]2[C:6]([C:7]([O:19][CH:20]3[CH2:38][CH:37]4[N:22]([C:23](=[O:43])[O:24][CH2:25][CH2:26][CH2:27][CH2:28][CH2:29][CH:30]=[CH:31][CH:32]5[C:34]([C:40]([NH:84][S:85]([CH:88]6[CH2:90][CH2:89]6)(=[O:87])=[O:86])=[O:42])([NH:35][C:36]4=[O:39])[CH2:33]5)[CH2:21]3)=[CH:8][C:9]([C:13]3[CH:14]=[CH:15][CH:16]=[CH:17][CH:18]=3)=[N:10]2)=[CH:5][CH:4]=1, predict the reactants needed to synthesize it. The reactants are: [CH3:1][O:2][C:3]1[CH:12]=[C:11]2[C:6]([C:7]([O:19][CH:20]3[CH2:38][CH:37]4[N:22]([C:23](=[O:43])[O:24][CH2:25][CH2:26][CH2:27][CH2:28][CH2:29][CH:30]=[CH:31][CH:32]5[C:34]([C:40]([OH:42])=O)([NH:35][C:36]4=[O:39])[CH2:33]5)[CH2:21]3)=[CH:8][C:9]([C:13]3[CH:18]=[CH:17][CH:16]=[CH:15][CH:14]=3)=[N:10]2)=[CH:5][CH:4]=1.COC1C=C2C(C(OC3CC4N(C(=O)OCCCCC=CC5C(C([NH:84][S:85]([CH:88]6[CH2:90][CH2:89]6)(=[O:87])=[O:86])=O)(NC4=O)C5)C3)=CC(C3C=CC=CC=3)=N2)=CC=1.